This data is from Full USPTO retrosynthesis dataset with 1.9M reactions from patents (1976-2016). The task is: Predict the reactants needed to synthesize the given product. Given the product [NH2:10][C:8]1[C:7]([CH3:11])=[CH:6][C:5]([Cl:12])=[C:4]([CH2:3][OH:2])[CH:9]=1, predict the reactants needed to synthesize it. The reactants are: C[O:2][C:3](=O)[C:4]1[CH:9]=[C:8]([NH2:10])[C:7]([CH3:11])=[CH:6][C:5]=1[Cl:12].[BH4-].[Li+].Cl.[OH-].[Na+].